From a dataset of Full USPTO retrosynthesis dataset with 1.9M reactions from patents (1976-2016). Predict the reactants needed to synthesize the given product. (1) Given the product [CH3:18][O:19][C:20]1[CH:25]=[CH:24][C:23]([C:2]2[CH:3]=[CH:4][C:5]3[O:9][C:8]([C:10]4[CH:15]=[CH:14][C:13]([CH3:16])=[CH:12][CH:11]=4)=[N:7][C:6]=3[CH:17]=2)=[CH:22][CH:21]=1, predict the reactants needed to synthesize it. The reactants are: Br[C:2]1[CH:3]=[CH:4][C:5]2[O:9][C:8]([C:10]3[CH:15]=[CH:14][C:13]([CH3:16])=[CH:12][CH:11]=3)=[N:7][C:6]=2[CH:17]=1.[CH3:18][O:19][C:20]1[CH:25]=[CH:24][C:23](B(O)O)=[CH:22][CH:21]=1.C(=O)([O-])[O-].[K+].[K+]. (2) The reactants are: [CH2:1]([O:4][C:5]1[CH:22]=[CH:21][CH:20]=[CH:19][C:6]=1[CH2:7][N:8]1[CH:12]=[C:11]([C:13]2[CH:17]=[C:16]([NH2:18])[NH:15][N:14]=2)[CH:10]=[N:9]1)[CH:2]=[CH2:3].[C:23]([CH:26]([CH2:31][C:32]([O:34][CH3:35])=[O:33])[C:27](OC)=[O:28])(=O)[CH3:24]. Given the product [CH2:1]([O:4][C:5]1[CH:22]=[CH:21][CH:20]=[CH:19][C:6]=1[CH2:7][N:8]1[CH:12]=[C:11]([C:13]2[CH:17]=[C:16]3[N:18]=[C:23]([CH3:24])[C:26]([CH2:31][C:32]([O:34][CH3:35])=[O:33])=[C:27]([OH:28])[N:15]3[N:14]=2)[CH:10]=[N:9]1)[CH:2]=[CH2:3], predict the reactants needed to synthesize it. (3) Given the product [Br:22][C:23]1[CH:24]=[C:25]([CH:28]=[CH:29][CH:30]=1)[CH2:26][O:1][C:2]1[CH:3]=[C:4]([NH:8][C:9](=[O:15])[O:10][C:11]([CH3:12])([CH3:14])[CH3:13])[CH:5]=[CH:6][CH:7]=1, predict the reactants needed to synthesize it. The reactants are: [OH:1][C:2]1[CH:3]=[C:4]([NH:8][C:9](=[O:15])[O:10][C:11]([CH3:14])([CH3:13])[CH3:12])[CH:5]=[CH:6][CH:7]=1.C([O-])([O-])=O.[K+].[K+].[Br:22][C:23]1[CH:24]=[C:25]([CH:28]=[CH:29][CH:30]=1)[CH2:26]Br.CN(C=O)C. (4) Given the product [C:1]([O:5][C:6]([N:8]1[CH2:12][CH2:11][CH:10]([C:13]2[CH:18]=[CH:17][C:16]([C:19]([OH:21])=[O:20])=[CH:15][C:14]=2[C:22]([F:25])([F:23])[F:24])[CH2:9]1)=[O:7])([CH3:4])([CH3:2])[CH3:3], predict the reactants needed to synthesize it. The reactants are: [C:1]([O:5][C:6]([N:8]1[CH2:12][CH:11]=[C:10]([C:13]2[CH:18]=[CH:17][C:16]([C:19]([OH:21])=[O:20])=[CH:15][C:14]=2[C:22]([F:25])([F:24])[F:23])[CH2:9]1)=[O:7])([CH3:4])([CH3:3])[CH3:2].[H][H].